From a dataset of Reaction yield outcomes from USPTO patents with 853,638 reactions. Predict the reaction yield, written as a fraction of the theoretical maximum amount of product (1.0 means a 100% yield; for example, 0.34 means a 34% yield). (1) The reactants are Cl.[NH2:2][OH:3].[Br:4][C:5]1[N:6]=[CH:7][C:8]([NH:11][C:12](=[O:33])[CH:13]([C:22]2[CH:27]=[CH:26][C:25]([S:28]([CH3:31])(=[O:30])=[O:29])=[C:24]([Cl:32])[CH:23]=2)[CH2:14][CH:15]2[CH2:20][CH2:19][C:18](=O)[CH2:17][CH2:16]2)=[N:9][CH:10]=1. The catalyst is CO.N1C=CC=CC=1. The product is [Br:4][C:5]1[N:6]=[CH:7][C:8]([NH:11][C:12](=[O:33])[CH:13]([C:22]2[CH:27]=[CH:26][C:25]([S:28]([CH3:31])(=[O:30])=[O:29])=[C:24]([Cl:32])[CH:23]=2)[CH2:14][CH:15]2[CH2:20][CH2:19][C:18](=[N:2][OH:3])[CH2:17][CH2:16]2)=[N:9][CH:10]=1. The yield is 0.800. (2) The reactants are Cl.Cl.[NH2:3][CH2:4][C@@:5]1([OH:13])[CH:10]2[CH2:11][CH2:12][N:7]([CH2:8][CH2:9]2)[CH2:6]1.C(=O)([O-])[O-].[Cs+].[Cs+].[N:20]([C:23]1[CH:28]=[C:27]([CH2:29][O:30][CH3:31])[N:26]=[CH:25][N:24]=1)=[C:21]=S.C(N=C=NC(C)C)(C)C. The catalyst is CN(C)C=O. The product is [CH3:31][O:30][CH2:29][C:27]1[N:26]=[CH:25][N:24]=[C:23]([NH:20][C:21]2[O:13][C@:5]3([CH2:4][N:3]=2)[CH:10]2[CH2:9][CH2:8][N:7]([CH2:12][CH2:11]2)[CH2:6]3)[CH:28]=1. The yield is 0.340. (3) The reactants are Cl[C:2]1[N:10]2[C:5]([CH:6]=[CH:7][CH:8]=[CH:9]2)=[CH:4][C:3]=1[C:11]([O:13][CH2:14][CH3:15])=[O:12].[O:16]1[CH2:21][CH:20]=[C:19](B2OC(C)(C)C(C)(C)O2)[CH2:18][CH2:17]1. No catalyst specified. The product is [O:16]1[CH2:17][CH:18]=[C:19]([C:2]2[N:10]3[C:5]([CH:6]=[CH:7][CH:8]=[CH:9]3)=[CH:4][C:3]=2[C:11]([O:13][CH2:14][CH3:15])=[O:12])[CH2:20][CH2:21]1. The yield is 0.580. (4) The reactants are [Cl:1][C:2]1[CH:7]=[C:6]([C:8]2[CH:13]=[N:12][CH:11]=[C:10]([CH3:14])[N:9]=2)[CH:5]=[CH:4][C:3]=1[C:15]1[C:27](=[O:28])[N:26]([CH2:29][CH2:30][O:31][CH:32]2[CH2:35][N:34]([C:36]([O:38][C:39]([CH3:42])([CH3:41])[CH3:40])=[O:37])[CH2:33]2)[C:18]2[N:19]=[C:20](S(C)=O)[N:21]=[CH:22][C:17]=2[CH:16]=1.[CH3:43][CH2:44][N:45](C(C)C)C(C)C.Cl.C(N)C. The catalyst is C1COCC1. The product is [Cl:1][C:2]1[CH:7]=[C:6]([C:8]2[CH:13]=[N:12][CH:11]=[C:10]([CH3:14])[N:9]=2)[CH:5]=[CH:4][C:3]=1[C:15]1[C:27](=[O:28])[N:26]([CH2:29][CH2:30][O:31][CH:32]2[CH2:35][N:34]([C:36]([O:38][C:39]([CH3:42])([CH3:41])[CH3:40])=[O:37])[CH2:33]2)[C:18]2[N:19]=[C:20]([NH:45][CH2:44][CH3:43])[N:21]=[CH:22][C:17]=2[CH:16]=1. The yield is 1.00. (5) The reactants are O[Li].O.C([O:11][C:12]([CH:14]1[CH2:19][CH2:18][CH:17]([CH2:20][C:21]([F:27])([F:26])[C:22]([F:25])([F:24])[F:23])[CH2:16][CH2:15]1)=[O:13])C1C=CC=CC=1.Cl.CC(C)([O-])C.[K+]. The catalyst is C1COCC1.O. The product is [F:26][C:21]([F:27])([C:22]([F:23])([F:25])[F:24])[CH2:20][CH:17]1[CH2:18][CH2:19][CH:14]([C:12]([OH:13])=[O:11])[CH2:15][CH2:16]1. The yield is 1.00. (6) The reactants are [CH3:1][C:2]([CH3:20])([CH2:8][O:9][Si:10]([CH:17]([CH3:19])[CH3:18])([CH:14]([CH3:16])[CH3:15])[CH:11]([CH3:13])[CH3:12])[C:3](=O)[CH2:4][C:5]#[N:6].[OH-:21].[Na+].S(O)(O)(=O)=O.[NH2:28]O. The catalyst is O. The product is [CH3:1][C:2]([C:3]1[CH:4]=[C:5]([NH2:6])[O:21][N:28]=1)([CH3:20])[CH2:8][O:9][Si:10]([CH:17]([CH3:19])[CH3:18])([CH:14]([CH3:16])[CH3:15])[CH:11]([CH3:13])[CH3:12]. The yield is 0.180.